From a dataset of Forward reaction prediction with 1.9M reactions from USPTO patents (1976-2016). Predict the product of the given reaction. (1) Given the reactants [CH3:1][C:2]1([CH3:19])[CH2:7][CH2:6][C:5]([C:8]2[CH:13]=[CH:12][C:11]([O:14][CH3:15])=[CH:10][C:9]=2[N+:16]([O-])=O)=[CH:4][CH2:3]1.[Cl-].[NH4+], predict the reaction product. The product is: [CH3:1][C:2]1([CH3:19])[CH2:7][CH2:6][C:5]([C:8]2[CH:13]=[CH:12][C:11]([O:14][CH3:15])=[CH:10][C:9]=2[NH2:16])=[CH:4][CH2:3]1. (2) Given the reactants [I:1][C:2]1[C:3]([S:11][C:12]2[NH:13][C:14]3[CH:19]=[CH:18][N:17]=[C:16]([NH2:20])[C:15]=3[N:21]=2)=[CH:4][C:5]2[O:9][CH2:8][O:7][C:6]=2[CH:10]=1.Br[CH2:23][CH2:24][CH2:25][CH2:26][N:27]1[C:35](=[O:36])[C:34]2[C:29](=[CH:30][CH:31]=[CH:32][CH:33]=2)[C:28]1=[O:37].C([O-])([O-])=O.[Cs+].[Cs+], predict the reaction product. The product is: [NH2:20][C:16]1[C:15]2[N:21]=[C:12]([S:11][C:3]3[C:2]([I:1])=[CH:10][C:6]4[O:7][CH2:8][O:9][C:5]=4[CH:4]=3)[N:13]([CH2:23][CH2:24][CH2:25][CH2:26][N:27]3[C:35](=[O:36])[C:34]4[C:29](=[CH:30][CH:31]=[CH:32][CH:33]=4)[C:28]3=[O:37])[C:14]=2[CH:19]=[CH:18][N:17]=1. (3) The product is: [C:8]([O:12][C:13]([NH:15][C@@H:16]1[CH2:22][CH2:21][C@@H:20]([C:23]2[CH:28]=[CH:27][CH:26]=[C:25]([F:29])[C:24]=2[F:30])[CH2:19][N:18]2[C:31]([C:34]([O:36][CH3:1])=[O:35])=[CH:32][N:33]=[C:17]12)=[O:14])([CH3:11])([CH3:9])[CH3:10]. Given the reactants [CH3:1][Si](C=[N+]=[N-])(C)C.[C:8]([O:12][C:13]([NH:15][C@@H:16]1[CH2:22][CH2:21][C@@H:20]([C:23]2[CH:28]=[CH:27][CH:26]=[C:25]([F:29])[C:24]=2[F:30])[CH2:19][N:18]2[C:31]([C:34]([OH:36])=[O:35])=[CH:32][N:33]=[C:17]12)=[O:14])([CH3:11])([CH3:10])[CH3:9], predict the reaction product. (4) Given the reactants [CH3:1][N:2]([CH3:6])[CH2:3][CH2:4][NH2:5].Cl[C:8]1[N:9]=[N+:10]([O-:20])[C:11]2[CH:17]=[C:16]([O:18][CH3:19])[CH:15]=[CH:14][C:12]=2[N:13]=1, predict the reaction product. The product is: [CH3:19][O:18][C:16]1[CH:15]=[CH:14][C:12]2[N:13]=[C:8]([NH:5][CH2:4][CH2:3][N:2]([CH3:6])[CH3:1])[N:9]=[N+:10]([O-:20])[C:11]=2[CH:17]=1. (5) The product is: [Cl:1][C:2]1[CH:7]=[CH:6][C:5]([NH:8][C:9](=[O:10])[NH:15][C:16]2[CH:35]=[CH:34][C:19]([O:20][C:21]3[CH:26]=[CH:25][N:24]=[C:23]([C:27]([O:29][C:30]([CH3:31])([CH3:32])[CH3:33])=[O:28])[CH:22]=3)=[CH:18][CH:17]=2)=[CH:4][C:3]=1[C:11]([F:12])([F:13])[F:14]. Given the reactants [Cl:1][C:2]1[CH:7]=[CH:6][C:5]([N:8]=[C:9]=[O:10])=[CH:4][C:3]=1[C:11]([F:14])([F:13])[F:12].[NH2:15][C:16]1[CH:35]=[CH:34][C:19]([O:20][C:21]2[CH:26]=[CH:25][N:24]=[C:23]([C:27]([O:29][C:30]([CH3:33])([CH3:32])[CH3:31])=[O:28])[CH:22]=2)=[CH:18][CH:17]=1, predict the reaction product. (6) Given the reactants C(NC(C)C)(C)C.[F:8][CH2:9][C@@H:10]1[CH2:14][N:13]([C@@H:15]([C:17]2[CH:22]=[CH:21][CH:20]=[CH:19][CH:18]=2)[CH3:16])[C:12](=[O:23])[CH2:11]1.S([O-])([O-])(=[O:26])=S.[Na+].[Na+], predict the reaction product. The product is: [F:8][CH2:9][C@H:10]1[CH2:14][N:13]([C@@H:15]([C:17]2[CH:22]=[CH:21][CH:20]=[CH:19][CH:18]=2)[CH3:16])[C:12](=[O:23])[C@@H:11]1[OH:26]. (7) Given the reactants [F:1][C@H:2]1[C@H:7]([OH:8])[CH2:6][CH2:5][N:4](C(OCC2C=CC=CC=2)=O)[CH2:3]1.[CH3:31][C:30]([O:29][C:27](O[C:27]([O:29][C:30]([CH3:33])([CH3:32])[CH3:31])=[O:28])=[O:28])([CH3:33])[CH3:32].[H][H], predict the reaction product. The product is: [F:1][C@H:2]1[C@H:7]([OH:8])[CH2:6][CH2:5][N:4]([C:27]([O:29][C:30]([CH3:31])([CH3:32])[CH3:33])=[O:28])[CH2:3]1.